This data is from NCI-60 drug combinations with 297,098 pairs across 59 cell lines. The task is: Regression. Given two drug SMILES strings and cell line genomic features, predict the synergy score measuring deviation from expected non-interaction effect. Drug 1: CCCCCOC(=O)NC1=NC(=O)N(C=C1F)C2C(C(C(O2)C)O)O. Drug 2: C1=NC2=C(N=C(N=C2N1C3C(C(C(O3)CO)O)F)Cl)N. Cell line: OVCAR3. Synergy scores: CSS=4.76, Synergy_ZIP=-2.62, Synergy_Bliss=-6.64, Synergy_Loewe=0.494, Synergy_HSA=-3.96.